Dataset: NCI-60 drug combinations with 297,098 pairs across 59 cell lines. Task: Regression. Given two drug SMILES strings and cell line genomic features, predict the synergy score measuring deviation from expected non-interaction effect. (1) Drug 1: CC(C)(C#N)C1=CC(=CC(=C1)CN2C=NC=N2)C(C)(C)C#N. Drug 2: CC1=C(C(=O)C2=C(C1=O)N3CC4C(C3(C2COC(=O)N)OC)N4)N. Cell line: NCI-H460. Synergy scores: CSS=38.7, Synergy_ZIP=4.99, Synergy_Bliss=2.05, Synergy_Loewe=-18.9, Synergy_HSA=-3.60. (2) Drug 1: C1CCC(CC1)NC(=O)N(CCCl)N=O. Drug 2: C1=CN(C(=O)N=C1N)C2C(C(C(O2)CO)O)O.Cl. Cell line: SF-295. Synergy scores: CSS=39.8, Synergy_ZIP=2.19, Synergy_Bliss=2.93, Synergy_Loewe=6.35, Synergy_HSA=6.55. (3) Drug 1: CC(C1=C(C=CC(=C1Cl)F)Cl)OC2=C(N=CC(=C2)C3=CN(N=C3)C4CCNCC4)N. Drug 2: CC1C(C(CC(O1)OC2CC(CC3=C2C(=C4C(=C3O)C(=O)C5=C(C4=O)C(=CC=C5)OC)O)(C(=O)C)O)N)O.Cl. Cell line: SK-MEL-5. Synergy scores: CSS=29.5, Synergy_ZIP=1.47, Synergy_Bliss=13.0, Synergy_Loewe=-9.31, Synergy_HSA=7.43. (4) Drug 1: C1CNP(=O)(OC1)N(CCCl)CCCl. Drug 2: C1CC(CNC1)C2=CC=C(C=C2)N3C=C4C=CC=C(C4=N3)C(=O)N. Cell line: NCIH23. Synergy scores: CSS=30.1, Synergy_ZIP=-3.13, Synergy_Bliss=-4.02, Synergy_Loewe=-21.5, Synergy_HSA=-4.88. (5) Cell line: MALME-3M. Drug 2: C1CNP(=O)(OC1)N(CCCl)CCCl. Drug 1: CNC(=O)C1=CC=CC=C1SC2=CC3=C(C=C2)C(=NN3)C=CC4=CC=CC=N4. Synergy scores: CSS=-1.95, Synergy_ZIP=-1.05, Synergy_Bliss=-4.44, Synergy_Loewe=-4.01, Synergy_HSA=-4.93. (6) Drug 1: COC1=C(C=C2C(=C1)N=CN=C2NC3=CC(=C(C=C3)F)Cl)OCCCN4CCOCC4. Drug 2: CC12CCC3C(C1CCC2=O)CC(=C)C4=CC(=O)C=CC34C. Cell line: COLO 205. Synergy scores: CSS=69.8, Synergy_ZIP=-1.08, Synergy_Bliss=3.09, Synergy_Loewe=0.776, Synergy_HSA=3.50. (7) Drug 1: CC1=C(C=C(C=C1)C(=O)NC2=CC(=CC(=C2)C(F)(F)F)N3C=C(N=C3)C)NC4=NC=CC(=N4)C5=CN=CC=C5. Drug 2: CC1=C2C(C(=O)C3(C(CC4C(C3C(C(C2(C)C)(CC1OC(=O)C(C(C5=CC=CC=C5)NC(=O)OC(C)(C)C)O)O)OC(=O)C6=CC=CC=C6)(CO4)OC(=O)C)O)C)O. Cell line: HCC-2998. Synergy scores: CSS=49.1, Synergy_ZIP=12.9, Synergy_Bliss=14.8, Synergy_Loewe=17.5, Synergy_HSA=16.0.